From a dataset of Reaction yield outcomes from USPTO patents with 853,638 reactions. Predict the reaction yield, written as a fraction of the theoretical maximum amount of product (1.0 means a 100% yield; for example, 0.34 means a 34% yield). (1) The reactants are [C:1]1([C:7]2[O:11][N:10]=[C:9]([NH2:12])[CH:8]=2)[CH:6]=[CH:5][CH:4]=[CH:3][CH:2]=1.[C:13](=[O:16])([O-])[O-:14].[K+].[K+]. The catalyst is O1CCCC1. The product is [C:1]1([C:7]2[O:11][N:10]=[C:9]([NH:12][C:13](=[O:16])[O:14][C:1]3[CH:6]=[CH:5][CH:4]=[CH:3][CH:2]=3)[CH:8]=2)[CH:2]=[CH:3][CH:4]=[CH:5][CH:6]=1. The yield is 0.800. (2) The reactants are [F:1][C:2]1([F:33])[CH2:7][CH2:6][N:5]([C:8]([C:10]2[NH:11][C:12]3[C:17]([CH:18]=2)=[CH:16][C:15]([C:19]([N:21]2[CH2:26][CH2:25][CH:24]([N:27]4[CH2:32][CH2:31][O:30][CH2:29][CH2:28]4)[CH2:23][CH2:22]2)=[O:20])=[CH:14][CH:13]=3)=[O:9])[CH2:4][CH2:3]1.[Cl:34][C:35]1[CH:36]=[C:37](B(O)O)[CH:38]=[CH:39][CH:40]=1.N1C=CC=CC=1. The catalyst is ClCCl.C([O-])(=O)C.[Cu+2].C([O-])(=O)C. The product is [Cl:34][C:35]1[CH:40]=[C:39]([N:11]2[C:12]3[C:17](=[CH:16][C:15]([C:19]([N:21]4[CH2:26][CH2:25][CH:24]([N:27]5[CH2:28][CH2:29][O:30][CH2:31][CH2:32]5)[CH2:23][CH2:22]4)=[O:20])=[CH:14][CH:13]=3)[CH:18]=[C:10]2[C:8]([N:5]2[CH2:4][CH2:3][C:2]([F:1])([F:33])[CH2:7][CH2:6]2)=[O:9])[CH:38]=[CH:37][CH:36]=1. The yield is 0.640. (3) The reactants are [Cl:1][C:2]1[CH:16]=[CH:15][C:5]([O:6][C:7]2[CH:14]=[CH:13][C:10]([CH:11]=O)=[CH:9][CH:8]=2)=[CH:4][C:3]=1[C:17]([F:20])([F:19])[F:18].C([O-])(=O)C.[NH4+].[N+:26]([CH3:29])([O-:28])=[O:27]. The catalyst is CC(O)=O. The product is [Cl:1][C:2]1[CH:16]=[CH:15][C:5]([O:6][C:7]2[CH:14]=[CH:13][C:10](/[CH:11]=[CH:29]/[N+:26]([O-:28])=[O:27])=[CH:9][CH:8]=2)=[CH:4][C:3]=1[C:17]([F:20])([F:19])[F:18]. The yield is 0.630. (4) The catalyst is CO.O. The reactants are [F:1][C:2]([F:8])([F:7])[CH2:3][CH2:4][CH:5]=O.C1(N(C)C2C=CC([C:22]3C=CC=[CH:24][C:23]=3[C:28]3NN=N[N:29]=3)=CC=2NC(NC2C=CC(C(F)(F)F)=CC=2)=O)CCCCC1.[BH4-].[Na+]. The product is [F:1][C:2]([F:8])([F:7])[CH2:3][CH2:4][CH2:5][NH:29][CH2:28][C:23]([CH3:24])=[CH2:22]. The yield is 0.512. (5) The reactants are [CH2:1]([O:8][C:9]1[CH:14]=[CH:13][C:12]([CH2:15][C@H:16]([NH:20][C:21]([O:23][C:24]([CH3:27])([CH3:26])[CH3:25])=[O:22])[C:17](O)=[O:18])=[CH:11][CH:10]=1)[C:2]1[CH:7]=[CH:6][CH:5]=[CH:4][CH:3]=1.O.O[N:30]1C2C=CC=CC=2N=N1.Cl.C(N=C=NCCCN(C)C)C.N. The catalyst is CN(C)C=O.O. The product is [CH2:1]([O:8][C:9]1[CH:14]=[CH:13][C:12]([CH2:15][C@H:16]([NH:20][C:21](=[O:22])[O:23][C:24]([CH3:27])([CH3:26])[CH3:25])[C:17](=[O:18])[NH2:30])=[CH:11][CH:10]=1)[C:2]1[CH:7]=[CH:6][CH:5]=[CH:4][CH:3]=1. The yield is 0.310. (6) The reactants are [F:1][C:2]1[CH:7]=[CH:6][CH:5]=[CH:4][C:3]=1[C:8]1[N:9]=[N:10][N:11]([CH3:27])[C:12]=1[C:13]1[N:14]=[CH:15][N:16]([C:18]2[CH:26]=[CH:25][C:21]([C:22]([OH:24])=O)=[CH:20][N:19]=2)[CH:17]=1.CN(C(ON1N=NC2C=CC=CC1=2)=[N+](C)C)C.[B-](F)(F)(F)F.CCN(C(C)C)C(C)C.[NH2:59][CH:60]1[CH2:65][CH2:64][O:63][CH2:62][CH2:61]1. The catalyst is CN(C=O)C. The product is [F:1][C:2]1[CH:7]=[CH:6][CH:5]=[CH:4][C:3]=1[C:8]1[N:9]=[N:10][N:11]([CH3:27])[C:12]=1[C:13]1[N:14]=[CH:15][N:16]([C:18]2[CH:26]=[CH:25][C:21]([C:22]([NH:59][CH:60]3[CH2:65][CH2:64][O:63][CH2:62][CH2:61]3)=[O:24])=[CH:20][N:19]=2)[CH:17]=1. The yield is 0.770. (7) The yield is 0.800. The catalyst is C1COCC1. The reactants are [Br:1][C:2]1[CH:7]=[CH:6][C:5]([OH:8])=[CH:4][CH:3]=1.[H-].[Na+].[CH2:11](Cl)[O:12][CH3:13]. The product is [Br:1][C:2]1[CH:7]=[CH:6][C:5]([O:8][CH2:11][O:12][CH3:13])=[CH:4][CH:3]=1.